Dataset: Tyrosyl-DNA phosphodiesterase HTS with 341,365 compounds. Task: Binary Classification. Given a drug SMILES string, predict its activity (active/inactive) in a high-throughput screening assay against a specified biological target. (1) The compound is S(c1cc(OC)c(C(=O)N2CCN(CC2)c2c(OC)cccc2)cc1)C. The result is 0 (inactive). (2) The molecule is s1c(N(C(=O)c2sccc2)C)nc(c2ccc(OC)cc2)c1. The result is 0 (inactive).